Dataset: Reaction yield outcomes from USPTO patents with 853,638 reactions. Task: Predict the reaction yield, written as a fraction of the theoretical maximum amount of product (1.0 means a 100% yield; for example, 0.34 means a 34% yield). The reactants are [Cl:1][C:2]1[CH:7]=[C:6]([F:8])[CH:5]=[CH:4][C:3]=1I.C([Mg]Cl)(C)C.[CH2:15]1[O:25][C:18]2([CH2:23][CH2:22][C:21](=[O:24])[CH2:20][CH2:19]2)[O:17][CH2:16]1.O. The catalyst is C1COCC1. The product is [Cl:1][C:2]1[CH:7]=[C:6]([F:8])[CH:5]=[CH:4][C:3]=1[C:21]1([OH:24])[CH2:22][CH2:23][C:18]2([O:25][CH2:15][CH2:16][O:17]2)[CH2:19][CH2:20]1. The yield is 0.480.